This data is from Catalyst prediction with 721,799 reactions and 888 catalyst types from USPTO. The task is: Predict which catalyst facilitates the given reaction. (1) Reactant: [Cl:1][C:2]1[C:7]([NH:8][C:9](=O)[CH2:10][O:11][CH2:12][CH3:13])=[C:6]([NH:15][CH2:16][CH:17]([CH3:19])[CH3:18])[CH:5]=[C:4]([CH3:20])[N:3]=1.P(Cl)(Cl)(Cl)=O. Product: [Cl:1][C:2]1[C:7]2[N:8]=[C:9]([CH2:10][O:11][CH2:12][CH3:13])[N:15]([CH2:16][CH:17]([CH3:19])[CH3:18])[C:6]=2[CH:5]=[C:4]([CH3:20])[N:3]=1. The catalyst class is: 11. (2) Reactant: [NH2:1][CH2:2][C:3]1([C:16]2[CH:21]=[CH:20][CH:19]=[C:18]([C:22]3[CH:23]=[N:24][N:25]([CH3:27])[CH:26]=3)[CH:17]=2)[CH2:8][CH2:7][N:6]([C:9]([O:11][C:12]([CH3:15])([CH3:14])[CH3:13])=[O:10])[CH2:5][CH2:4]1.[C:28]([O:32][C:33]([NH:35][CH2:36][C:37](O)=[O:38])=[O:34])([CH3:31])([CH3:30])[CH3:29].F[P-](F)(F)(F)(F)F.N1(OC(N(C)C)=[N+](C)C)C2N=CC=CC=2N=N1.C(N(CC)C(C)C)(C)C. Product: [C:28]([O:32][C:33]([NH:35][CH2:36][C:37]([NH:1][CH2:2][C:3]1([C:16]2[CH:21]=[CH:20][CH:19]=[C:18]([C:22]3[CH:23]=[N:24][N:25]([CH3:27])[CH:26]=3)[CH:17]=2)[CH2:4][CH2:5][N:6]([C:9]([O:11][C:12]([CH3:15])([CH3:14])[CH3:13])=[O:10])[CH2:7][CH2:8]1)=[O:38])=[O:34])([CH3:31])([CH3:30])[CH3:29]. The catalyst class is: 3. (3) Reactant: CN(C(ON1N=NC2C=CC=NC1=2)=[N+](C)C)C.F[P-](F)(F)(F)(F)F.Cl.[NH2:26][C@@H:27]([C:52]([CH3:55])([CH3:54])[CH3:53])[C:28]([N:30]1[CH2:34][C@H:33]([OH:35])[CH2:32][C@H:31]1[C:36]([NH:38][CH2:39][C:40]1[CH:45]=[CH:44][C:43]([C:46]2[S:50][CH:49]=[N:48][C:47]=2[CH3:51])=[CH:42][CH:41]=1)=[O:37])=[O:29].[OH:56][C:57]1[CH:58]=[CH:59][C:60]2[C@@H:61]3[C@@H:69]([C@H:70]([CH2:74][CH2:75][CH2:76][CH2:77][O:78][CH2:79][CH2:80][O:81][CH2:82][CH2:83][O:84][CH2:85][CH2:86][O:87][CH2:88][CH2:89][O:90][CH2:91][C:92](O)=[O:93])[CH2:71][C:72]=2[CH:73]=1)[C@H:68]1[C@@:64]([CH3:96])([C@@H:65]([OH:95])[CH2:66][CH2:67]1)[CH2:63][CH2:62]3.CCN(C(C)C)C(C)C. Product: [C:52]([C@H:27]([NH:26][C:92](=[O:93])[CH2:91][O:90][CH2:89][CH2:88][O:87][CH2:86][CH2:85][O:84][CH2:83][CH2:82][O:81][CH2:80][CH2:79][O:78][CH2:77][CH2:76][CH2:75][CH2:74][C@H:70]1[C@@H:69]2[C@H:61]([CH2:62][CH2:63][C@@:64]3([CH3:96])[C@H:68]2[CH2:67][CH2:66][C@@H:65]3[OH:95])[C:60]2[CH:59]=[CH:58][C:57]([OH:56])=[CH:73][C:72]=2[CH2:71]1)[C:28]([N:30]1[CH2:34][C@H:33]([OH:35])[CH2:32][C@H:31]1[C:36]([NH:38][CH2:39][C:40]1[CH:45]=[CH:44][C:43]([C:46]2[S:50][CH:49]=[N:48][C:47]=2[CH3:51])=[CH:42][CH:41]=1)=[O:37])=[O:29])([CH3:55])([CH3:54])[CH3:53]. The catalyst class is: 3. (4) Reactant: [I-].[Li+].[OH:3][CH:4]([C:18]1[CH:23]=[CH:22][CH:21]=[C:20]([O:24][CH2:25][C:26]([O:28]C)=[O:27])[CH:19]=1)[CH:5]([C:12]1[CH:17]=[CH:16][CH:15]=[CH:14][CH:13]=1)[CH:6]1[S:11][CH2:10][CH2:9][CH2:8][S:7]1.Cl. Product: [OH:3][CH:4]([C:18]1[CH:23]=[CH:22][CH:21]=[C:20]([O:24][CH2:25][C:26]([OH:28])=[O:27])[CH:19]=1)[CH:5]([C:12]1[CH:17]=[CH:16][CH:15]=[CH:14][CH:13]=1)[CH:6]1[S:11][CH2:10][CH2:9][CH2:8][S:7]1. The catalyst class is: 17.